From a dataset of Forward reaction prediction with 1.9M reactions from USPTO patents (1976-2016). Predict the product of the given reaction. (1) Given the reactants [CH3:1][O:2][C:3]([NH:5][C@H:6]([C:10]([N:12]1[C@@H:16]([CH3:17])[CH2:15][CH2:14][C@H:13]1[C:18]1[NH:22][C:21]2[C:23]3[C:28]([CH:29]=[CH:30][C:20]=2[N:19]=1)=[CH:27][C:26]1[C:31]2[C:36]([CH2:37][O:38][C:25]=1[CH:24]=3)=[CH:35][C:34]([C:39]1[NH:43][C:42]([C@@H:44]3[CH2:48][C@H:47]([CH2:49][O:50][CH3:51])[CH2:46][N:45]3[C:52](OC(C)(C)C)=[O:53])=[N:41][CH:40]=1)=[CH:33][CH:32]=2)=[O:11])[CH:7]([CH3:9])[CH3:8])=[O:4].Cl.[CH3:60][O:61][C:62]([NH:64][C@@H:65]([C@@H:69]([CH3:72])[CH2:70][CH3:71])C(O)=O)=[O:63].CN(C(ON1N=NC2C=CC=NC1=2)=[N+](C)C)C.F[P-](F)(F)(F)(F)F.CCN(C(C)C)C(C)C, predict the reaction product. The product is: [CH3:60][O:61][C:62](=[O:63])[NH:64][C@@H:65]([C@@H:69]([CH3:72])[CH2:70][CH3:71])[C:52]([N:45]1[CH2:46][C@@H:47]([CH2:49][O:50][CH3:51])[CH2:48][C@H:44]1[C:42]1[NH:43][C:39]([C:34]2[CH:35]=[C:36]3[CH2:37][O:38][C:25]4[CH:24]=[C:23]5[C:28]([CH:29]=[CH:30][C:20]6[N:19]=[C:18]([C@@H:13]7[CH2:14][CH2:15][C@H:16]([CH3:17])[N:12]7[C:10](=[O:11])[C@@H:6]([NH:5][C:3]([O:2][CH3:1])=[O:4])[CH:7]([CH3:9])[CH3:8])[NH:22][C:21]=65)=[CH:27][C:26]=4[C:31]3=[CH:32][CH:33]=2)=[CH:40][N:41]=1)=[O:53]. (2) Given the reactants [F:1][C:2]([F:16])([F:15])/[CH:3]=[CH:4]/[C:5]1[CH:13]=[CH:12][C:8](C(O)=O)=[C:7](C)[CH:6]=1.[NH2:17][C:18]1[CH:19]=[C:20]2[C:24](=[CH:25][CH:26]=1)[C:23](=[O:27])[N:22]([CH2:28][CH2:29][OH:30])[C:21]2=[O:31].Cl.CN(C)CCCN=C=NCC.CCN([CH2:49][CH3:50])CC.[OH2:51], predict the reaction product. The product is: [OH:30][CH2:29][CH2:28][N:22]1[C:21](=[O:31])[C:20]2[C:24](=[CH:25][CH:26]=[C:18]([NH:17][C:13](=[O:51])[C:12]3[CH:8]=[CH:7][CH:6]=[C:5](/[CH:4]=[CH:3]/[C:2]([F:16])([F:15])[F:1])[C:49]=3[CH3:50])[CH:19]=2)[C:23]1=[O:27]. (3) Given the reactants [CH:1]([C:4]1[CH:11]=[CH:10][C:7]([CH:8]=O)=[CH:6][CH:5]=1)([CH3:3])[CH3:2].[NH2:12][C:13]1[S:14][C:15]([S:18]([C:21]2[CH:26]=[CH:25][C:24]([N+:27]([O-:29])=[O:28])=[CH:23][CH:22]=2)(=[O:20])=[O:19])=[CH:16][N:17]=1.C(O[C:33](=[O:49])[C:34]([OH:48])=[CH:35][C:36]([C:38]1[CH:43]=[CH:42][C:41]([C:44]([CH3:47])([CH3:46])[CH3:45])=[CH:40][CH:39]=1)=[O:37])C, predict the reaction product. The product is: [C:44]([C:41]1[CH:40]=[CH:39][C:38]([C:36]([C:35]2[CH:8]([C:7]3[CH:10]=[CH:11][C:4]([CH:1]([CH3:3])[CH3:2])=[CH:5][CH:6]=3)[N:12]([C:13]3[S:14][C:15]([S:18]([C:21]4[CH:22]=[CH:23][C:24]([N+:27]([O-:29])=[O:28])=[CH:25][CH:26]=4)(=[O:19])=[O:20])=[CH:16][N:17]=3)[C:33](=[O:49])[C:34]=2[OH:48])=[O:37])=[CH:43][CH:42]=1)([CH3:45])([CH3:46])[CH3:47]. (4) Given the reactants [NH2:1][CH2:2][C@@H:3]1[C@H:8]([CH3:9])[CH2:7][CH2:6][CH2:5][N:4]1[C:10]([C:12]1[CH:17]=[C:16]([CH3:18])[CH:15]=[CH:14][C:13]=1[C:19]1[CH:24]=[CH:23][CH:22]=[CH:21][N:20]=1)=[O:11].Cl[C:26]1[N:31]=[CH:30][C:29]([C:32]#[N:33])=[CH:28][N:27]=1, predict the reaction product. The product is: [CH3:9][C@@H:8]1[CH2:7][CH2:6][CH2:5][N:4]([C:10](=[O:11])[C:12]2[CH:17]=[C:16]([CH3:18])[CH:15]=[CH:14][C:13]=2[C:19]2[CH:24]=[CH:23][CH:22]=[CH:21][N:20]=2)[C@@H:3]1[CH2:2][NH:1][C:26]1[N:31]=[CH:30][C:29]([C:32]#[N:33])=[CH:28][N:27]=1. (5) Given the reactants [CH2:1]([O:3][C:4](=[O:14])[C:5]1[CH:10]=[CH:9][C:8]([OH:11])=[C:7]([O:12][CH3:13])[CH:6]=1)[CH3:2].[F:15][C:16]([F:29])([F:28])[S:17](O[S:17]([C:16]([F:29])([F:28])[F:15])(=[O:19])=[O:18])(=[O:19])=[O:18].C(=O)(O)[O-].[Na+], predict the reaction product. The product is: [CH2:1]([O:3][C:4](=[O:14])[C:5]1[CH:10]=[CH:9][C:8]([O:11][S:17]([C:16]([F:29])([F:28])[F:15])(=[O:19])=[O:18])=[C:7]([O:12][CH3:13])[CH:6]=1)[CH3:2].